The task is: Predict which catalyst facilitates the given reaction.. This data is from Catalyst prediction with 721,799 reactions and 888 catalyst types from USPTO. (1) Reactant: [H-].[Na+].[NH2:3][C:4]1[C:9]([NH:10][C:11](=[O:15])OCC)=[CH:8][C:7]([Br:16])=[CH:6][N:5]=1.N#N.[CH3:19]I. Product: [Br:16][C:7]1[CH:8]=[C:9]2[N:10]([CH3:19])[C:11](=[O:15])[NH:3][C:4]2=[N:5][CH:6]=1. The catalyst class is: 1. (2) Reactant: Cl[C:2]1[N:7]=[C:6]2[NH:8][N:9]=[C:10]([C:11]3[CH:16]=[CH:15][N:14]=[C:13]([S:17][CH3:18])[N:12]=3)[C:5]2=[CH:4][N:3]=1.[NH2:19][CH:20]1[CH2:25][CH2:24][N:23]([C:26]([O:28][C:29]([CH3:32])([CH3:31])[CH3:30])=[O:27])[CH2:22][CH2:21]1.C(N(CC)CC)C. Product: [C:29]([O:28][C:26]([N:23]1[CH2:24][CH2:25][CH:20]([NH:19][C:2]2[N:7]=[C:6]3[NH:8][N:9]=[C:10]([C:11]4[CH:16]=[CH:15][N:14]=[C:13]([S:17][CH3:18])[N:12]=4)[C:5]3=[CH:4][N:3]=2)[CH2:21][CH2:22]1)=[O:27])([CH3:32])([CH3:30])[CH3:31]. The catalyst class is: 41.